Task: Predict the reactants needed to synthesize the given product.. Dataset: Full USPTO retrosynthesis dataset with 1.9M reactions from patents (1976-2016) (1) Given the product [F:26][C:20]1[CH:21]=[CH:22][CH:23]=[C:24]([F:25])[C:19]=1[CH2:18][O:17][C:4]1[C:5]2[N:6]([C:8]([C:12]([O:14][CH2:15][CH3:16])=[O:13])=[C:9]([CH3:11])[N:10]=2)[CH:7]=[C:2]([N:67]2[CH2:71][CH2:70][CH2:69][CH2:68]2)[CH:3]=1, predict the reactants needed to synthesize it. The reactants are: Br[C:2]1[CH:3]=[C:4]([O:17][CH2:18][C:19]2[C:24]([F:25])=[CH:23][CH:22]=[CH:21][C:20]=2[F:26])[C:5]2[N:6]([C:8]([C:12]([O:14][CH2:15][CH3:16])=[O:13])=[C:9]([CH3:11])[N:10]=2)[CH:7]=1.CC(C)([O-])C.[Na+].CC(C1C=C(C(C)C)C(C2C=CC=CC=2P(C2CCCCC2)C2CCCCC2)=C(C(C)C)C=1)C.[NH:67]1[CH2:71][CH2:70][CH2:69][CH2:68]1. (2) Given the product [OH:59][CH2:58][C@H:41]1[O:40][C@H:39]([O:38][C:35]2[CH:36]=[CH:37][C:32]([C:29]3[CH:30]=[CH:31][C:26]([O:25][C@@H:8]4[C@:9]([OH:21])([CH3:20])[C@@H:10]([OH:16])[C@H:11]([OH:12])[C@@H:6]([CH2:5][OH:4])[O:7]4)=[C:27]([CH3:64])[CH:28]=3)=[CH:33][C:34]=2[CH3:63])[C@@:44]([CH3:45])([OH:46])[C@@H:43]([OH:50])[C@@H:42]1[OH:54], predict the reactants needed to synthesize it. The reactants are: C([O:4][CH2:5][C@@H:6]1[C@@H:11]([O:12]C(=O)C)[C@H:10]([O:16]C(=O)C)[C@@:9]([O:21]C(=O)C)([CH3:20])[C@@H:8]([O:25][C:26]2[CH:31]=[CH:30][C:29]([C:32]3[CH:37]=[CH:36][C:35]([O:38][C@@H:39]4[C@:44]([O:46]C(=O)C)([CH3:45])[C@@H:43]([O:50]C(=O)C)[C@H:42]([O:54]C(=O)C)[C@@H:41]([CH2:58][O:59]C(=O)C)[O:40]4)=[C:34]([CH3:63])[CH:33]=3)=[CH:28][C:27]=2[CH3:64])[O:7]1)(=O)C.C[O-].[Na+]. (3) Given the product [CH2:1]([O:3][C:4]([C:6]1[C:10]([Br:11])=[C:9]([C:12]2[CH:17]=[CH:16][C:15]([F:18])=[CH:14][CH:13]=2)[N:8]([C:19]2[CH:24]=[CH:23][C:22]([F:43])=[CH:21][CH:20]=2)[C:7]=1[CH2:25][Br:26])=[O:5])[CH3:2], predict the reactants needed to synthesize it. The reactants are: [CH2:1]([O:3][C:4]([C:6]1[C:10]([Br:11])=[C:9]([C:12]2[CH:17]=[CH:16][C:15]([F:18])=[CH:14][CH:13]=2)[N:8]([C:19]2[CH:24]=[CH:23][CH:22]=[CH:21][CH:20]=2)[C:7]=1[CH2:25][Br:26])=[O:5])[CH3:2].C(OC(C1C=C(C2C=CC([F:43])=CC=2)N(C2C=CC(F)=CC=2)C=1C)=O)C. (4) Given the product [NH2:9][C:7]1[CH:8]=[C:3]([CH:4]=[CH:5][C:6]=1[C:17]([F:18])([F:19])[F:20])[CH2:2][NH:1][C:26]([C:23]1([C:22]([F:30])([F:29])[F:21])[CH2:25][CH2:24]1)=[O:27], predict the reactants needed to synthesize it. The reactants are: [NH2:1][CH2:2][C:3]1[CH:4]=[CH:5][C:6]([C:17]([F:20])([F:19])[F:18])=[C:7]([NH:9]C(=O)OC(C)(C)C)[CH:8]=1.[F:21][C:22]([F:30])([F:29])[C:23]1([C:26](O)=[O:27])[CH2:25][CH2:24]1.CN(C(ON1N=NC2C=CC=CC1=2)=[N+](C)C)C.F[P-](F)(F)(F)(F)F.C(O)(C(F)(F)F)=O. (5) The reactants are: [CH3:1]N(C=O)C.[CH3:6][C:7]1[NH:8][C:9]2[C:14]([CH:15]=1)=[CH:13][C:12]([O:16][C:17]1[CH:22]=[CH:21][N:20]=[C:19]3[CH:23]=[C:24]([C:26]([OH:28])=[O:27])[S:25][C:18]=13)=[CH:11][CH:10]=2.CCN(C(C)C)C(C)C.CN(C(ON1N=NC2C=CC=NC1=2)=[N+](C)C)C.F[P-](F)(F)(F)(F)F. Given the product [CH3:1][O:27][C:26]([C:24]1[S:25][C:18]2[C:19](=[N:20][CH:21]=[CH:22][C:17]=2[O:16][C:12]2[CH:13]=[C:14]3[C:9](=[CH:10][CH:11]=2)[NH:8][C:7]([CH3:6])=[CH:15]3)[CH:23]=1)=[O:28], predict the reactants needed to synthesize it. (6) Given the product [ClH:33].[CH:1]1([CH2:4][O:5][C:6]2[CH:32]=[CH:31][C:9]3[N:10]=[C:11]([N:13]4[CH2:18][CH2:17][CH:16]([O:19][CH2:20][C@@H:21]([NH2:23])[CH3:22])[CH2:15][CH2:14]4)[O:12][C:8]=3[CH:7]=2)[CH2:3][CH2:2]1, predict the reactants needed to synthesize it. The reactants are: [CH:1]1([CH2:4][O:5][C:6]2[CH:32]=[CH:31][C:9]3[N:10]=[C:11]([N:13]4[CH2:18][CH2:17][CH:16]([O:19][CH2:20][C@@H:21]([NH:23]C(=O)OC(C)(C)C)[CH3:22])[CH2:15][CH2:14]4)[O:12][C:8]=3[CH:7]=2)[CH2:3][CH2:2]1.[ClH:33].C(OCC)(=O)C. (7) Given the product [Cl:17][C:8]1[CH:7]=[C:6]([CH3:14])[C:5]2[C:10](=[CH:11][CH:12]=[C:3]([CH2:1][CH3:2])[CH:4]=2)[N:9]=1, predict the reactants needed to synthesize it. The reactants are: [CH2:1]([C:3]1[CH:4]=[C:5]2[C:10](=[CH:11][CH:12]=1)[NH:9][C:8](=O)[CH:7]=[C:6]2[CH3:14])[CH3:2].P(Cl)(Cl)([Cl:17])=O.[OH-].[Na+]. (8) Given the product [CH3:8][N:5]1[CH2:6][CH2:7][CH:2]([NH:1][S:30]([C:27]2[CH:26]=[CH:25][C:24]([N+:21]([O-:23])=[O:22])=[CH:29][CH:28]=2)(=[O:31])=[O:32])[CH2:3][CH2:4]1, predict the reactants needed to synthesize it. The reactants are: [NH2:1][CH:2]1[CH2:7][CH2:6][N:5]([CH3:8])[CH2:4][CH2:3]1.C(N(C(C)C)C(C)C)C.ClCCl.[N+:21]([C:24]1[CH:29]=[CH:28][C:27]([S:30](Cl)(=[O:32])=[O:31])=[CH:26][CH:25]=1)([O-:23])=[O:22]. (9) Given the product [OH:26][C:20]1[CH:19]=[C:18]([C@H:12]([N:8]2[C:9](=[O:11])[C:10]3[C:6](=[CH:5][CH:4]=[CH:3][C:2]=3[NH:1][C:30]([CH:27]3[CH2:29][CH2:28]3)=[O:31])[CH2:7]2)[CH2:13][S:14]([CH3:17])(=[O:16])=[O:15])[CH:23]=[CH:22][C:21]=1[O:24][CH3:25], predict the reactants needed to synthesize it. The reactants are: [NH2:1][C:2]1[CH:3]=[CH:4][CH:5]=[C:6]2[C:10]=1[C:9](=[O:11])[N:8]([C@@H:12]([C:18]1[CH:23]=[CH:22][C:21]([O:24][CH3:25])=[C:20]([OH:26])[CH:19]=1)[CH2:13][S:14]([CH3:17])(=[O:16])=[O:15])[CH2:7]2.[CH:27]1([C:30](Cl)=[O:31])[CH2:29][CH2:28]1.